From a dataset of NCI-60 drug combinations with 297,098 pairs across 59 cell lines. Regression. Given two drug SMILES strings and cell line genomic features, predict the synergy score measuring deviation from expected non-interaction effect. Drug 1: CCC(=C(C1=CC=CC=C1)C2=CC=C(C=C2)OCCN(C)C)C3=CC=CC=C3.C(C(=O)O)C(CC(=O)O)(C(=O)O)O. Drug 2: CC1=C(C=C(C=C1)NC(=O)C2=CC=C(C=C2)CN3CCN(CC3)C)NC4=NC=CC(=N4)C5=CN=CC=C5. Cell line: HT29. Synergy scores: CSS=12.9, Synergy_ZIP=10.5, Synergy_Bliss=12.7, Synergy_Loewe=12.9, Synergy_HSA=13.0.